This data is from Reaction yield outcomes from USPTO patents with 853,638 reactions. The task is: Predict the reaction yield, written as a fraction of the theoretical maximum amount of product (1.0 means a 100% yield; for example, 0.34 means a 34% yield). (1) The reactants are Cl[C:2]1[N:7]=[C:6]([NH:8][C:9]2[CH:10]=[C:11]([CH:17]=[CH:18][C:19]=2[CH3:20])[C:12]([NH:14][O:15][CH3:16])=[O:13])[C:5]([F:21])=[CH:4][C:3]=1[C:22]#[N:23].[CH3:24][NH:25][CH2:26][C:27]([CH3:30])([CH3:29])[CH3:28].C(N(C(C)C)CC)(C)C.[F-].[K+]. The catalyst is CS(C)=O. The product is [C:22]([C:3]1[CH:4]=[C:5]([F:21])[C:6]([NH:8][C:9]2[CH:10]=[C:11]([CH:17]=[CH:18][C:19]=2[CH3:20])[C:12]([NH:14][O:15][CH3:16])=[O:13])=[N:7][C:2]=1[N:25]([CH2:26][C:27]([CH3:30])([CH3:29])[CH3:28])[CH3:24])#[N:23]. The yield is 0.0590. (2) The yield is 0.590. The reactants are [C:1]([O:10]C)(=O)[C:2]1[C:3](=[CH:5][CH:6]=[CH:7][CH:8]=1)[NH2:4].[Cl:12][CH2:13][C:14]#[N:15].Cl.C([O-])(O)=O.[Na+]. The product is [Cl:12][CH2:13][C:14]1[NH:15][C:1](=[O:10])[C:2]2[C:3](=[CH:5][CH:6]=[CH:7][CH:8]=2)[N:4]=1. The catalyst is O1CCOCC1.O. (3) The reactants are [CH2:1]([O:8][C:9]([N:11]1[CH2:15][CH2:14][CH:13]([S:16](Cl)(=[O:18])=[O:17])[CH2:12]1)=[O:10])[C:2]1[CH:7]=[CH:6][CH:5]=[CH:4][CH:3]=1.[CH3:20][N:21]([CH3:25])[CH2:22][CH2:23][NH2:24].O. The catalyst is C(Cl)Cl. The product is [CH3:20][N:21]([CH3:25])[CH2:22][CH2:23][NH:24][S:16]([CH:13]1[CH2:14][CH2:15][N:11]([C:9]([O:8][CH2:1][C:2]2[CH:7]=[CH:6][CH:5]=[CH:4][CH:3]=2)=[O:10])[CH2:12]1)(=[O:18])=[O:17]. The yield is 0.880.